This data is from Reaction yield outcomes from USPTO patents with 853,638 reactions. The task is: Predict the reaction yield, written as a fraction of the theoretical maximum amount of product (1.0 means a 100% yield; for example, 0.34 means a 34% yield). (1) The reactants are C(N(CC)CC)C.[Si:8]([O:15][CH2:16][C@@H:17]([C:19]1[CH:24]=[CH:23][C:22]([Cl:25])=[C:21]([F:26])[CH:20]=1)[OH:18])([C:11]([CH3:14])([CH3:13])[CH3:12])([CH3:10])[CH3:9].[CH3:27][S:28](Cl)(=[O:30])=[O:29]. The catalyst is C(Cl)Cl. The product is [CH3:27][S:28]([O:18][C@H:17]([C:19]1[CH:24]=[CH:23][C:22]([Cl:25])=[C:21]([F:26])[CH:20]=1)[CH2:16][O:15][Si:8]([C:11]([CH3:14])([CH3:13])[CH3:12])([CH3:10])[CH3:9])(=[O:30])=[O:29]. The yield is 0.990. (2) The reactants are O=C[C@@H]([C@H]([C@@H]([C@@H](CO)O)O)O)O.C1C=[N+]([C@@H]2O[C@H](COP(OP(OC[C@H]3O[C@@H](N4C5N=CN=C(N)C=5N=C4)[C@H](OP(O)(O)=O)[C@@H]3O)(O)=O)(O)=O)[C@@H](O)[C@H]2O)C=C(C(N)=O)C=1.[OH-].[Na+].[Cl:63][CH2:64][C:65](=[O:72])[CH2:66][C:67]([O:69][CH2:70][CH3:71])=[O:68]. No catalyst specified. The product is [Cl:63][CH2:64][C@@H:65]([OH:72])[CH2:66][C:67]([O:69][CH2:70][CH3:71])=[O:68]. The yield is 0.960. (3) The reactants are I[C:2]1[C:10]2[C:5](=[CH:6][N:7]=[C:8]([C:11]3[CH:12]=[N:13][CH:14]=[CH:15][CH:16]=3)[CH:9]=2)[NH:4][N:3]=1.[O:17]1[CH2:21][CH2:20][C:19](B2OC(C)(C)C(C)(C)O2)=[CH:18]1. No catalyst specified. The product is [O:17]1[CH2:21][CH2:20][C:19]([C:2]2[C:10]3[C:5](=[CH:6][N:7]=[C:8]([C:11]4[CH:12]=[N:13][CH:14]=[CH:15][CH:16]=4)[CH:9]=3)[NH:4][N:3]=2)=[CH:18]1. The yield is 0.400. (4) The yield is 0.600. The product is [CH3:1][C:2]1[CH:3]=[CH:4][C:5]([S:8]([N:11]([C@H:16]([C:41]([NH:43][NH2:44])=[O:42])[CH2:17][CH2:18][CH2:19][CH2:20][NH:21][C:22]([C@@H:24]([NH:32][S:33]([C:36]2[S:40][CH:39]=[CH:38][CH:37]=2)(=[O:34])=[O:35])[CH2:25][C:26]2[CH:31]=[CH:30][CH:29]=[CH:28][CH:27]=2)=[O:23])[CH2:12][CH:13]([CH3:15])[CH3:14])(=[O:9])=[O:10])=[CH:6][CH:7]=1. The reactants are [CH3:1][C:2]1[CH:7]=[CH:6][C:5]([S:8]([N:11]([C@H:16]([C:41]([NH2:43])=[O:42])[CH2:17][CH2:18][CH2:19][CH2:20][NH:21][C:22]([C@@H:24]([NH:32][S:33]([C:36]2[S:40][CH:39]=[CH:38][CH:37]=2)(=[O:35])=[O:34])[CH2:25][C:26]2[CH:31]=[CH:30][CH:29]=[CH:28][CH:27]=2)=[O:23])[CH2:12][CH:13]([CH3:15])[CH3:14])(=[O:10])=[O:9])=[CH:4][CH:3]=1.[NH2:44]N. The catalyst is C(O)C.